Task: Predict the product of the given reaction.. Dataset: Forward reaction prediction with 1.9M reactions from USPTO patents (1976-2016) (1) Given the reactants [NH2:1][CH2:2][CH2:3][CH2:4][CH2:5][CH:6]([N:10]([CH2:15][C:16]([OH:18])=[O:17])[CH2:11][C:12]([OH:14])=[O:13])[C:7]([OH:9])=[O:8].C([O-])(O)=O.[Na+].[N+](C1C=CC([CH:33]=[C:34]([CH3:38])[C:35]([O-])=[O:36])=CC=1)([O-])=O.Cl, predict the reaction product. The product is: [C:35]([NH:1][CH2:2][CH2:3][CH2:4][CH2:5][CH:6]([N:10]([CH2:15][C:16]([OH:18])=[O:17])[CH2:11][C:12]([OH:14])=[O:13])[C:7]([OH:9])=[O:8])(=[O:36])[C:34]([CH3:38])=[CH2:33]. (2) Given the reactants C([N:8]1[CH2:12][CH2:11][C@@H:10]([N:13]2[CH2:18][CH2:17][CH2:16][CH2:15][CH2:14]2)[CH2:9]1)C1C=CC=CC=1.[ClH:19], predict the reaction product. The product is: [ClH:19].[NH:8]1[CH2:12][CH2:11][C@@H:10]([N:13]2[CH2:14][CH2:15][CH2:16][CH2:17][CH2:18]2)[CH2:9]1. (3) The product is: [Cl:15][C:5]1[C:6]([O:13][CH3:14])=[CH:7][C:8]([O:11][CH3:12])=[C:9]([F:10])[C:4]=1[C:3]([OH:16])=[O:2]. Given the reactants C[O:2][C:3](=[O:16])[C:4]1[C:9]([F:10])=[C:8]([O:11][CH3:12])[CH:7]=[C:6]([O:13][CH3:14])[C:5]=1[Cl:15].[OH-].[Na+], predict the reaction product. (4) Given the reactants [F:1][C:2]1[CH:7]=[CH:6][C:5]([CH:8]=[C:9]([CH3:13])[C:10]([OH:12])=[O:11])=[CH:4][CH:3]=1.[H][H], predict the reaction product. The product is: [F:1][C:2]1[CH:3]=[CH:4][C:5]([CH2:8][CH:9]([CH3:13])[C:10]([OH:12])=[O:11])=[CH:6][CH:7]=1. (5) Given the reactants Br[C:2]1[C:3]([NH2:9])=[N:4][CH:5]=[C:6]([CH3:8])[N:7]=1.[CH2:10]([O:12][C:13]([N:15]=[C:16]=[S:17])=[O:14])[CH3:11].C1(C)C=CC=CC=1, predict the reaction product. The product is: [CH3:8][C:6]1[N:7]=[C:2]2[S:17][C:16]([NH:15][C:13](=[O:14])[O:12][CH2:10][CH3:11])=[N:9][C:3]2=[N:4][CH:5]=1.